This data is from Forward reaction prediction with 1.9M reactions from USPTO patents (1976-2016). The task is: Predict the product of the given reaction. (1) Given the reactants [N:1]1[C:14]2[C:13]3[C:8](=[CH:9][CH:10]=[CH:11][N:12]=3)[C:7](=O)[C:6](=O)[C:5]=2[CH:4]=[CH:3][CH:2]=1.[C:17]1([NH2:24])[CH:22]=[CH:21][CH:20]=[CH:19][C:18]=1[NH2:23], predict the reaction product. The product is: [CH:4]1[C:5]2[C:6]3[C:7]([C:8]4[CH:9]=[CH:10][CH:11]=[N:12][C:13]=4[C:14]=2[N:1]=[CH:2][CH:3]=1)=[N:24][C:17]1[C:18](=[CH:19][CH:20]=[CH:21][CH:22]=1)[N:23]=3. (2) Given the reactants [C:9](O[C:9]([O:11][C:12]([CH3:15])([CH3:14])[CH3:13])=[O:10])([O:11][C:12]([CH3:15])([CH3:14])[CH3:13])=[O:10].[Cl:16][C:17]1[CH:22]=[CH:21][CH:20]=[C:19]([Cl:23])[C:18]=1[CH2:24][CH2:25][NH:26][CH2:27][C:28]1[CH:33]=[CH:32][CH:31]=[C:30]([I:34])[CH:29]=1, predict the reaction product. The product is: [C:12]([O:11][C:9](=[O:10])[N:26]([CH2:25][CH2:24][C:18]1[C:19]([Cl:23])=[CH:20][CH:21]=[CH:22][C:17]=1[Cl:16])[CH2:27][C:28]1[CH:33]=[CH:32][CH:31]=[C:30]([I:34])[CH:29]=1)([CH3:13])([CH3:14])[CH3:15]. (3) Given the reactants [C:1]1([C:18]2[CH:23]=[CH:22][CH:21]=[CH:20][CH:19]=2)[CH:6]=[CH:5][CH:4]=[C:3]([NH:7][C:8]2[N:16]=[CH:15][C:14]([F:17])=[CH:13][C:9]=2[C:10](O)=[O:11])[CH:2]=1.CN(C=O)C.[NH2:29][C@@H:30]1[CH2:35][CH2:34][C@H:33]([NH:36][C:37]([C:39]2[N:40]=[C:41]3[CH:46]=[CH:45][CH:44]=[CH:43][N:42]3[CH:47]=2)=[O:38])[CH2:32][CH2:31]1.CCN(C(C)C)C(C)C, predict the reaction product. The product is: [C:1]1([C:18]2[CH:19]=[CH:20][CH:21]=[CH:22][CH:23]=2)[CH:6]=[CH:5][CH:4]=[C:3]([NH:7][C:8]2[C:9]([C:10]([NH:29][C@@H:30]3[CH2:31][CH2:32][C@H:33]([NH:36][C:37]([C:39]4[N:40]=[C:41]5[CH:46]=[CH:45][CH:44]=[CH:43][N:42]5[CH:47]=4)=[O:38])[CH2:34][CH2:35]3)=[O:11])=[CH:13][C:14]([F:17])=[CH:15][N:16]=2)[CH:2]=1. (4) The product is: [CH3:1][O:2][C:3](=[O:16])[C:4]1[CH:9]=[C:8]([C:21]2[CH:22]=[CH:23][C:18]([Cl:17])=[CH:19][CH:20]=2)[C:7]([O:11][CH2:12][CH2:13][O:14][CH3:15])=[N:6][CH:5]=1. Given the reactants [CH3:1][O:2][C:3](=[O:16])[C:4]1[CH:9]=[C:8](Br)[C:7]([O:11][CH2:12][CH2:13][O:14][CH3:15])=[N:6][CH:5]=1.[Cl:17][C:18]1[CH:23]=[CH:22][C:21](B(O)O)=[CH:20][CH:19]=1.C(=O)([O-])[O-].[Na+].[Na+].O, predict the reaction product. (5) Given the reactants [OH:1][C:2]1[CH:7]=[CH:6][C:5]([S:8][C:9]2[CH:14]=[CH:13][C:12]([OH:15])=[CH:11][CH:10]=2)=[CH:4][CH:3]=1.[CH3:16][O:17][CH2:18][CH2:19]Cl.[C:21](=[O:24])([O-])[O-].[K+].[K+].[I-].[K+].[CH3:29][CH2:30]CCCC, predict the reaction product. The product is: [CH3:16][O:17][CH2:18][CH2:19][O:15][C:12]1[CH:13]=[CH:14][C:9]([S:8][C:5]2[CH:6]=[CH:7][C:2]([O:1][CH2:29][CH2:30][O:24][CH3:21])=[CH:3][CH:4]=2)=[CH:10][CH:11]=1. (6) Given the reactants [CH3:1][O:2][C:3](=[O:27])[CH2:4][C:5]1[CH:10]=[C:9](OS(C(F)(F)F)(=O)=O)[CH:8]=[C:7]([O:19][Si:20]([C:23]([CH3:26])([CH3:25])[CH3:24])([CH3:22])[CH3:21])[CH:6]=1.P([O-])([O-])([O-])=O.[K+].[K+].[K+].[CH:36]1(B(O)O)[CH2:38][CH2:37]1.C1(P(C2CCCCC2)C2CCCCC2)CCCCC1, predict the reaction product. The product is: [CH3:1][O:2][C:3](=[O:27])[CH2:4][C:5]1[CH:10]=[C:9]([CH:36]2[CH2:38][CH2:37]2)[CH:8]=[C:7]([O:19][Si:20]([C:23]([CH3:26])([CH3:25])[CH3:24])([CH3:22])[CH3:21])[CH:6]=1. (7) Given the reactants [Cl:1][C:2]1[CH:7]=[CH:6][C:5]([S:8]([NH:11][CH2:12][C:13]2[CH:22]=[CH:21][C:16]([C:17]([O:19][CH3:20])=[O:18])=[CH:15][CH:14]=2)(=[O:10])=[O:9])=[CH:4][CH:3]=1.[F:23][C:24]1[CH:29]=[CH:28][C:27]([CH:30](O)[CH2:31][CH3:32])=[CH:26][CH:25]=1.C1C=CC(P(C2C=CC=CC=2)C2C=CC=CC=2)=CC=1.N(C(OC(C)C)=O)=NC(OC(C)C)=O, predict the reaction product. The product is: [Cl:1][C:2]1[CH:7]=[CH:6][C:5]([S:8]([N:11]([CH2:12][C:13]2[CH:14]=[CH:15][C:16]([C:17]([O:19][CH3:20])=[O:18])=[CH:21][CH:22]=2)[CH:30]([C:27]2[CH:28]=[CH:29][C:24]([F:23])=[CH:25][CH:26]=2)[CH2:31][CH3:32])(=[O:10])=[O:9])=[CH:4][CH:3]=1.